Dataset: Full USPTO retrosynthesis dataset with 1.9M reactions from patents (1976-2016). Task: Predict the reactants needed to synthesize the given product. (1) Given the product [ClH:35].[ClH:59].[NH2:43][C@@H:44]([C:56]([O:19][CH2:18][CH2:17][O:16][C:13]1[CH:12]=[CH:11][C:10]([C:6]2[C:5]([C:20]#[N:21])=[C:4]([S:22][CH2:23][C:24]3[N:25]=[C:26]([C:29]4[CH:30]=[CH:31][C:32]([Cl:35])=[CH:33][CH:34]=4)[S:27][CH:28]=3)[N:3]=[C:2]([NH2:1])[C:7]=2[C:8]#[N:9])=[CH:15][CH:14]=1)=[O:57])[CH2:45][CH2:46][CH2:47][NH2:48], predict the reactants needed to synthesize it. The reactants are: [NH2:1][C:2]1[C:7]([C:8]#[N:9])=[C:6]([C:10]2[CH:15]=[CH:14][C:13]([O:16][CH2:17][CH2:18][OH:19])=[CH:12][CH:11]=2)[C:5]([C:20]#[N:21])=[C:4]([S:22][CH2:23][C:24]2[N:25]=[C:26]([C:29]3[CH:34]=[CH:33][C:32]([Cl:35])=[CH:31][CH:30]=3)[S:27][CH:28]=2)[N:3]=1.C([NH:43][C@@H:44]([C:56](O)=[O:57])[CH2:45][CH2:46][CH2:47][NH:48]C(OC(C)(C)C)=O)(OC(C)(C)C)=O.[ClH:59].CN(C)CCCN=C=NCC.CN(C=O)C. (2) Given the product [F:1][C:2]1[C:14]2[C:13]3[C:8](=[CH:9][CH:10]=[CH:11][C:12]=3[F:15])[N:7]([CH2:18][CH:20]3[CH2:21][O:22]3)[C:6]=2[CH:5]=[CH:4][CH:3]=1, predict the reactants needed to synthesize it. The reactants are: [F:1][C:2]1[C:14]2[C:13]3[C:8](=[CH:9][CH:10]=[CH:11][C:12]=3[F:15])[NH:7][C:6]=2[CH:5]=[CH:4][CH:3]=1.[OH-].[K+].[CH2:18]([CH:20]1[O:22][CH2:21]1)Br. (3) Given the product [Br:20][CH2:13][C:10]1[CH:11]=[CH:12][N:8]([C:5]2[CH:6]=[CH:7][C:2]([Cl:1])=[CH:3][CH:4]=2)[N:9]=1, predict the reactants needed to synthesize it. The reactants are: [Cl:1][C:2]1[CH:7]=[CH:6][C:5]([N:8]2[CH:12]=[CH:11][C:10]([CH2:13]O)=[N:9]2)=[CH:4][CH:3]=1.C(Cl)(Cl)Cl.P(Br)(Br)[Br:20]. (4) Given the product [F:1][C:2]1[CH:30]=[CH:29][CH:28]=[C:27]([F:31])[C:3]=1[CH2:4][O:5][C:6]1[CH:7]=[CH:8][C:9]([CH3:26])=[C:10]([N:12]2[CH2:21][C:20]3[C:15](=[CH:16][C:17]([C:22]([NH:48][S:45]([CH3:44])(=[O:47])=[O:46])=[O:23])=[CH:18][CH:19]=3)[NH:14][C:13]2=[O:25])[CH:11]=1, predict the reactants needed to synthesize it. The reactants are: [F:1][C:2]1[CH:30]=[CH:29][CH:28]=[C:27]([F:31])[C:3]=1[CH2:4][O:5][C:6]1[CH:7]=[CH:8][C:9]([CH3:26])=[C:10]([N:12]2[CH2:21][C:20]3[C:15](=[CH:16][C:17]([C:22](O)=[O:23])=[CH:18][CH:19]=3)[NH:14][C:13]2=[O:25])[CH:11]=1.C1N=CN(C(N2C=NC=C2)=O)C=1.[CH3:44][S:45]([NH2:48])(=[O:47])=[O:46].C1CCN2C(=NCCC2)CC1.Cl. (5) The reactants are: [CH3:1][O:2][C:3]([C:5]1[S:9][C:8]2[CH:10]=[CH:11][C:12]([O:14]C)=[CH:13][C:7]=2[CH:6]=1)=[O:4].B(Br)(Br)Br. Given the product [CH3:1][O:2][C:3]([C:5]1[S:9][C:8]2[CH:10]=[CH:11][C:12]([OH:14])=[CH:13][C:7]=2[CH:6]=1)=[O:4], predict the reactants needed to synthesize it.